From a dataset of Forward reaction prediction with 1.9M reactions from USPTO patents (1976-2016). Predict the product of the given reaction. (1) Given the reactants C[O:2][C:3](=[O:24])[C:4]1[CH:9]=[CH:8][C:7]([C:10]#[C:11][C:12]2[CH:17]=[CH:16][C:15]([CH2:18][NH:19][CH2:20][CH2:21][O:22][CH3:23])=[CH:14][CH:13]=2)=[CH:6][CH:5]=1.CCN(C(C)C)C(C)C.[CH3:34][C:35]([O:38][C:39](O[C:39]([O:38][C:35]([CH3:37])([CH3:36])[CH3:34])=[O:40])=[O:40])([CH3:37])[CH3:36].[OH-].[Na+].OP(O)(O)=O, predict the reaction product. The product is: [C:35]([O:38][C:39]([N:19]([CH2:18][C:15]1[CH:16]=[CH:17][C:12]([C:11]#[C:10][C:7]2[CH:8]=[CH:9][C:4]([C:3]([OH:2])=[O:24])=[CH:5][CH:6]=2)=[CH:13][CH:14]=1)[CH2:20][CH2:21][O:22][CH3:23])=[O:40])([CH3:37])([CH3:36])[CH3:34]. (2) Given the reactants [F:1][C:2]1[C:7]([F:8])=[C:6]([NH:9][C:10]2[CH:15]=[CH:14][C:13]([I:16])=[CH:12][C:11]=2[F:17])[C:5]([NH2:18])=[CH:4][CH:3]=1.[Cl:19][C:20]1[S:24][C:23]([S:25](Cl)(=[O:27])=[O:26])=[CH:22][CH:21]=1, predict the reaction product. The product is: [Cl:19][C:20]1[S:24][C:23]([S:25]([NH:18][C:5]2[CH:4]=[CH:3][C:2]([F:1])=[C:7]([F:8])[C:6]=2[NH:9][C:10]2[CH:15]=[CH:14][C:13]([I:16])=[CH:12][C:11]=2[F:17])(=[O:27])=[O:26])=[CH:22][CH:21]=1. (3) Given the reactants [OH:1][CH:2]([CH2:15][O:16][C:17]1[CH:22]=[CH:21][C:20]([CH2:23][CH2:24][CH2:25][CH2:26][CH2:27][CH2:28][CH2:29][CH3:30])=[CH:19][CH:18]=1)[CH2:3][N:4]1[C:12]2[C:7](=[CH:8][C:9]([C:13]#[N:14])=[CH:10][CH:11]=2)[CH:6]=[CH:5]1.[OH-:31].[K+].Cl, predict the reaction product. The product is: [OH:1][CH:2]([CH2:15][O:16][C:17]1[CH:18]=[CH:19][C:20]([CH2:23][CH2:24][CH2:25][CH2:26][CH2:27][CH2:28][CH2:29][CH3:30])=[CH:21][CH:22]=1)[CH2:3][N:4]1[C:12]2[C:7](=[CH:8][C:9]([C:13]([NH2:14])=[O:31])=[CH:10][CH:11]=2)[CH:6]=[CH:5]1. (4) Given the reactants [F-].C([N+](CCCC)(CCCC)CCCC)CCC.[Si]([O:26][C@@H:27]([CH2:40][CH2:41][CH2:42][CH2:43][CH3:44])[C@H:28]([N:30]1[CH:38]=[N:37][C:36]2[C:31]1=[N:32][CH:33]=[N:34][C:35]=2[NH2:39])[CH3:29])(C(C)(C)C)(C)C.ClCCl.CO, predict the reaction product. The product is: [NH2:39][C:35]1[N:34]=[CH:33][N:32]=[C:31]2[C:36]=1[N:37]=[CH:38][N:30]2[C@@H:28]([C@@H:27]([OH:26])[CH2:40][CH2:41][CH2:42][CH2:43][CH3:44])[CH3:29]. (5) Given the reactants [OH:1][C:2]1[CH:3]=[C:4]2[C:9](=[CH:10][CH:11]=1)[CH:8]=[C:7]([C:12]1([NH:20][C:21](=[O:27])[O:22][C:23]([CH3:26])([CH3:25])[CH3:24])[CH2:17][O:16][C:15]([CH3:19])([CH3:18])[O:14][CH2:13]1)[CH:6]=[CH:5]2.C1(P(C2C=CC=CC=2)C2C=CC=CC=2)C=CC=CC=1.[CH2:47]([C@H:51]1[CH2:56][CH2:55][C@H:54](O)[CH2:53][CH2:52]1)[CH2:48][CH2:49][CH3:50].N(C(OC(C)C)=O)=NC(OC(C)C)=O, predict the reaction product. The product is: [C:23]([O:22][C:21](=[O:27])[NH:20][C:12]1([C:7]2[CH:6]=[CH:5][C:4]3[C:9](=[CH:10][CH:11]=[C:2]([O:1][C@H:54]4[CH2:55][CH2:56][C@@H:51]([CH2:47][CH2:48][CH2:49][CH3:50])[CH2:52][CH2:53]4)[CH:3]=3)[CH:8]=2)[CH2:17][O:16][C:15]([CH3:19])([CH3:18])[O:14][CH2:13]1)([CH3:26])([CH3:25])[CH3:24]. (6) Given the reactants Cl[C:2]1[N:7]=[C:6]([NH:8][CH:9]2[CH2:14][CH2:13][N:12]([C:15]([O:17][C:18]([CH3:21])([CH3:20])[CH3:19])=[O:16])[CH2:11][CH:10]2[CH2:22][CH3:23])[C:5]([Cl:24])=[CH:4][N:3]=1.Cl.[CH3:26][N:27]1[C:35]([CH3:36])=[C:34]2[C:29]([CH:30]=[C:31]([NH2:37])[CH:32]=[CH:33]2)=[N:28]1.C(=O)([O-])[O-].[Na+].[Na+].C1C=CC(P(C2C(C3C(P(C4C=CC=CC=4)C4C=CC=CC=4)=CC=C4C=3C=CC=C4)=C3C(C=CC=C3)=CC=2)C2C=CC=CC=2)=CC=1, predict the reaction product. The product is: [Cl:24][C:5]1[C:6]([NH:8][CH:9]2[CH2:14][CH2:13][N:12]([C:15]([O:17][C:18]([CH3:21])([CH3:20])[CH3:19])=[O:16])[CH2:11][CH:10]2[CH2:22][CH3:23])=[N:7][C:2]([NH:37][C:31]2[CH:32]=[CH:33][C:34]3[C:29]([CH:30]=2)=[N:28][N:27]([CH3:26])[C:35]=3[CH3:36])=[N:3][CH:4]=1. (7) Given the reactants [Br:1][C:2]1[C:3]([F:10])=[C:4]([CH:7]=[CH:8][CH:9]=1)[CH:5]=[O:6].[BH4-].[Na+], predict the reaction product. The product is: [Br:1][C:2]1[C:3]([F:10])=[C:4]([CH2:5][OH:6])[CH:7]=[CH:8][CH:9]=1.